Dataset: Aqueous solubility values for 9,982 compounds from the AqSolDB database. Task: Regression/Classification. Given a drug SMILES string, predict its absorption, distribution, metabolism, or excretion properties. Task type varies by dataset: regression for continuous measurements (e.g., permeability, clearance, half-life) or binary classification for categorical outcomes (e.g., BBB penetration, CYP inhibition). For this dataset (solubility_aqsoldb), we predict Y. (1) The molecule is CCn1cc(C(=O)O)c(=O)c2cc(F)c(N3CCNCC3)nc21. The Y is -2.92 log mol/L. (2) The molecule is C[C@]12C[C@H](O)[C@@]3(F)[C@@H](CCC4=CC(=O)CC[C@@]43C)[C@@H]1CC[C@]2(O)C(=O)CO. The Y is -3.43 log mol/L. (3) The compound is Cc1cc(C)nc(Oc2cc(C)n(C)n2)n1. The Y is -1.52 log mol/L. (4) The molecule is O=C1CCCCCCCCCOCCCCCO1. The Y is -3.88 log mol/L. (5) The drug is COc1ccc(CO)cc1. The Y is -0.745 log mol/L. (6) The molecule is Cc1cc(C)c(C(=O)O)c(C)c1. The Y is -2.36 log mol/L.